From a dataset of Peptide-MHC class I binding affinity with 185,985 pairs from IEDB/IMGT. Regression. Given a peptide amino acid sequence and an MHC pseudo amino acid sequence, predict their binding affinity value. This is MHC class I binding data. (1) The peptide sequence is LFMSHVKSV. The MHC is HLA-B40:01 with pseudo-sequence HLA-B40:01. The binding affinity (normalized) is 0.0847. (2) The peptide sequence is QTLQDPRVR. The MHC is HLA-A02:02 with pseudo-sequence HLA-A02:02. The binding affinity (normalized) is 0.0367. (3) The peptide sequence is HKELAITAL. The MHC is HLA-A69:01 with pseudo-sequence HLA-A69:01. The binding affinity (normalized) is 0.0847. (4) The peptide sequence is ASIILEFFL. The MHC is H-2-Db with pseudo-sequence H-2-Db. The binding affinity (normalized) is 0.328. (5) The peptide sequence is IYYLEKANK. The MHC is HLA-A30:01 with pseudo-sequence HLA-A30:01. The binding affinity (normalized) is 0.0847. (6) The peptide sequence is ASKTINALVY. The MHC is HLA-A11:01 with pseudo-sequence HLA-A11:01. The binding affinity (normalized) is 0.361.